From a dataset of Full USPTO retrosynthesis dataset with 1.9M reactions from patents (1976-2016). Predict the reactants needed to synthesize the given product. (1) Given the product [CH:9]1([NH:8][C:6]2[N:5]3[N:12]=[CH:13][C:14](/[CH:15]=[C:16]4\[NH:20][C:19](=[O:21])[NH:18][C:17]\4=[O:22])=[C:4]3[N:3]=[C:2]([NH:23][C:24]3[CH:25]=[C:26]([NH:30][C:31](=[O:33])[CH3:32])[CH:27]=[CH:28][CH:29]=3)[CH:7]=2)[CH2:11][CH2:10]1, predict the reactants needed to synthesize it. The reactants are: Cl[C:2]1[CH:7]=[C:6]([NH:8][CH:9]2[CH2:11][CH2:10]2)[N:5]2[N:12]=[CH:13][C:14](/[CH:15]=[C:16]3/[C:17](=[O:22])[NH:18][C:19](=[O:21])[NH:20]/3)=[C:4]2[N:3]=1.[NH2:23][C:24]1[CH:25]=[C:26]([NH:30][C:31](=[O:33])[CH3:32])[CH:27]=[CH:28][CH:29]=1.C([O-])([O-])=O.[Cs+].[Cs+].O. (2) Given the product [Cl:1][C:2]1[CH:39]=[CH:38][C:5]2[N:6]([CH:23]3[CH2:27][NH:26][C:25](=[O:37])[CH2:24]3)[C:7]([CH2:9][N:10]3[C:14]4=[CH:15][N:16]=[CH:17][CH:18]=[C:13]4[C:12]([S:19]([CH3:22])(=[O:21])=[O:20])=[N:11]3)=[N:8][C:4]=2[CH:3]=1, predict the reactants needed to synthesize it. The reactants are: [Cl:1][C:2]1[CH:39]=[CH:38][C:5]2[N:6]([CH:23]3[CH2:27][N:26](CC4C=CC(OC)=CC=4)[C:25](=[O:37])[CH2:24]3)[C:7]([CH2:9][N:10]3[C:14]4=[CH:15][N:16]=[CH:17][CH:18]=[C:13]4[C:12]([S:19]([CH3:22])(=[O:21])=[O:20])=[N:11]3)=[N:8][C:4]=2[CH:3]=1. (3) The reactants are: [CH3:1][C:2]1[C:6]([CH2:7][N:8]2[CH:12]=[C:11]([N:13]3[C:17](=[O:18])[CH2:16][NH:15][C:14]3=[O:19])[CH:10]=[N:9]2)=[C:5]([CH3:20])[O:4][N:3]=1.Br[CH2:22][C:23]1[CH:28]=[CH:27][CH:26]=[CH:25][C:24]=1[CH3:29]. Given the product [CH3:1][C:2]1[C:6]([CH2:7][N:8]2[CH:12]=[C:11]([N:13]3[C:17](=[O:18])[CH2:16][N:15]([CH2:22][C:23]4[CH:28]=[CH:27][CH:26]=[CH:25][C:24]=4[CH3:29])[C:14]3=[O:19])[CH:10]=[N:9]2)=[C:5]([CH3:20])[O:4][N:3]=1, predict the reactants needed to synthesize it. (4) Given the product [CH3:11][O:10][C:1](=[O:9])[C:2]1[CH:8]=[CH:7][CH:6]=[CH:5][C:3]=1[O:4][S:13]([CH3:12])(=[O:15])=[O:14], predict the reactants needed to synthesize it. The reactants are: [C:1]([O:10][CH3:11])(=[O:9])[C:2]1[C:3](=[CH:5][CH:6]=[CH:7][CH:8]=1)[OH:4].[CH3:12][S:13](Cl)(=[O:15])=[O:14]. (5) Given the product [OH:42][C:40]([CH2:39][CH2:38][CH2:43][NH:36][C@H:29]([C:30]1[CH:35]=[CH:34][CH:33]=[CH:32][CH:31]=1)[CH2:28][N:10]1[C:9](=[O:37])[C:8]([C:3]2[CH:4]=[CH:5][CH:6]=[CH:7][C:2]=2[Cl:1])=[C:13]([CH3:14])[N:12]([CH2:15][C:16]2[C:21]([C:22]([F:25])([F:23])[F:24])=[CH:20][CH:19]=[CH:18][C:17]=2[F:26])[C:11]1=[O:27])=[O:41], predict the reactants needed to synthesize it. The reactants are: [Cl:1][C:2]1[CH:7]=[CH:6][CH:5]=[CH:4][C:3]=1[C:8]1[C:9](=[O:37])[N:10]([CH2:28][C@H:29]([NH2:36])[C:30]2[CH:35]=[CH:34][CH:33]=[CH:32][CH:31]=2)[C:11](=[O:27])[N:12]([CH2:15][C:16]2[C:21]([C:22]([F:25])([F:24])[F:23])=[CH:20][CH:19]=[CH:18][C:17]=2[F:26])[C:13]=1[CH3:14].[CH2:38]([CH:43]=O)[CH2:39][C:40]([OH:42])=[O:41].N1C=CC=CC=1. (6) Given the product [O:12]=[C:11]1[C:10]2[N:9]=[C:8]([C:13]([O:15][CH3:16])=[O:14])[CH:7]=[C:6]([C:17]([O:19][CH3:20])=[O:18])[C:5]=2[C:4]2[NH:21][C:22]([C:24]([O:26][CH3:27])=[O:25])=[CH:23][C:3]=2[C:2]21[O:30][CH2:29][CH2:28][O:1]2, predict the reactants needed to synthesize it. The reactants are: [O:1]=[C:2]1[C:11](=[O:12])[C:10]2[N:9]=[C:8]([C:13]([O:15][CH3:16])=[O:14])[CH:7]=[C:6]([C:17]([O:19][CH3:20])=[O:18])[C:5]=2[C:4]2[NH:21][C:22]([C:24]([O:26][CH3:27])=[O:25])=[CH:23][C:3]1=2.[CH2:28](O)[CH2:29][OH:30].C1(C)C=CC(S(O)(=O)=O)=CC=1. (7) Given the product [Br:8][C:9]1[CH:14]=[C:13]([C:15]([N:40]([CH3:39])[O:41][CH3:42])=[O:17])[CH:12]=[CH:11][N:10]=1, predict the reactants needed to synthesize it. The reactants are: CCN(CC)CC.[Br:8][C:9]1[CH:14]=[C:13]([C:15]([OH:17])=O)[CH:12]=[CH:11][N:10]=1.CCN=C=NCCCN(C)C.C1C=CC2N(O)N=NC=2C=1.[CH3:39][NH:40][O:41][CH3:42].